Predict the reaction yield, written as a fraction of the theoretical maximum amount of product (1.0 means a 100% yield; for example, 0.34 means a 34% yield). From a dataset of Reaction yield outcomes from USPTO patents with 853,638 reactions. (1) The reactants are [Br:1][C:2]1[C:7](F)=[CH:6][CH:5]=[CH:4][C:3]=1[F:9].[N:10]1([C:16]([O:18][C:19]([CH3:22])([CH3:21])[CH3:20])=[O:17])[CH2:15][CH2:14][NH:13][CH2:12][CH2:11]1. The catalyst is CN(C)C1C=CN=CC=1. The product is [C:19]([O:18][C:16]([N:10]1[CH2:15][CH2:14][N:13]([C:7]2[CH:6]=[CH:5][CH:4]=[C:3]([F:9])[C:2]=2[Br:1])[CH2:12][CH2:11]1)=[O:17])([CH3:22])([CH3:20])[CH3:21]. The yield is 0.160. (2) The reactants are [CH2:1]([O:3][C:4]([C:6]1[N:7]=[C:8]([CH:11]2[CH2:16][CH2:15][NH:14][CH2:13][CH2:12]2)[S:9][CH:10]=1)=[O:5])[CH3:2].[CH3:17][N:18]([CH3:28])[C:19]1[CH:24]=[CH:23][C:22]([N:25]=[C:26]=[S:27])=[CH:21][CH:20]=1. The catalyst is ClCCl. The product is [CH2:1]([O:3][C:4]([C:6]1[N:7]=[C:8]([CH:11]2[CH2:16][CH2:15][N:14]([C:26](=[S:27])[NH:25][C:22]3[CH:23]=[CH:24][C:19]([N:18]([CH3:17])[CH3:28])=[CH:20][CH:21]=3)[CH2:13][CH2:12]2)[S:9][CH:10]=1)=[O:5])[CH3:2]. The yield is 0.830. (3) No catalyst specified. The reactants are [N:1]1[C:6]2[NH:7][CH:8]=[CH:9][C:5]=2[C:4](O)=[N:3][CH:2]=1.P(Cl)(Cl)([Cl:13])=O.Cl.[OH-].[Na+].C(=O)([O-])[O-].[K+].[K+]. The product is [Cl:13][C:4]1[C:5]2[CH:9]=[CH:8][NH:7][C:6]=2[N:1]=[CH:2][N:3]=1. The yield is 0.678. (4) The reactants are [Cl:1][C:2]1[CH:7]=[C:6]([CH2:8]O)[CH:5]=[C:4]([NH:10][CH2:11][C:12]2[CH:17]=[CH:16][C:15]([O:18][CH3:19])=[CH:14][CH:13]=2)[N:3]=1.C(N(CC)CC)C.CS(Cl)(=O)=O.[Cl:32][C:33]1[CH:34]=[C:35]([CH:49]=[C:50]([CH3:52])[CH:51]=1)[C:36]([C:38]1[NH:43][C:42](=[O:44])[NH:41][C:40](=[O:45])[C:39]=1[CH:46]([CH3:48])[CH3:47])=[O:37].C(=O)([O-])[O-].[K+].[K+].[I-].[Li+]. The catalyst is C(Cl)(Cl)Cl.CN(C=O)C. The product is [Cl:1][C:2]1[CH:7]=[C:6]([CH2:8][N:43]2[C:38]([C:36](=[O:37])[C:35]3[CH:49]=[C:50]([CH3:52])[CH:51]=[C:33]([Cl:32])[CH:34]=3)=[C:39]([CH:46]([CH3:47])[CH3:48])[C:40](=[O:45])[NH:41][C:42]2=[O:44])[CH:5]=[C:4]([NH:10][CH2:11][C:12]2[CH:17]=[CH:16][C:15]([O:18][CH3:19])=[CH:14][CH:13]=2)[N:3]=1. The yield is 0.590.